This data is from CYP1A2 inhibition data for predicting drug metabolism from PubChem BioAssay. The task is: Regression/Classification. Given a drug SMILES string, predict its absorption, distribution, metabolism, or excretion properties. Task type varies by dataset: regression for continuous measurements (e.g., permeability, clearance, half-life) or binary classification for categorical outcomes (e.g., BBB penetration, CYP inhibition). Dataset: cyp1a2_veith. (1) The molecule is Nc1nc(SCc2ccc([N+](=O)[O-])cc2)c2ncn([C@@H]3O[C@@H](CO)[C@@H](O)[C@H]3O)c2n1. The result is 0 (non-inhibitor). (2) The drug is O=C1[C@H]2CC[C@@H]3/C(=N\OCc4ccccc4)C[C@@H](O)[C@@H](O)[C@@H]3[C@@H]2C(=O)N1Cc1ccc2c(c1)OCO2. The result is 0 (non-inhibitor).